This data is from Full USPTO retrosynthesis dataset with 1.9M reactions from patents (1976-2016). The task is: Predict the reactants needed to synthesize the given product. (1) The reactants are: [NH2:1][C:2]1[N:11]=[CH:10][C:9]2[C:8](SC)=[N:7][CH:6]=[N:5][C:4]=2[CH:3]=1.[F:14][C:15]([F:25])([F:24])[C:16]1[CH:23]=[CH:22][CH:21]=[CH:20][C:17]=1[CH2:18][NH2:19]. Given the product [NH2:1][C:2]1[N:11]=[CH:10][C:9]2[C:8]([NH:19][CH2:18][C:17]3[CH:20]=[CH:21][CH:22]=[CH:23][C:16]=3[C:15]([F:14])([F:24])[F:25])=[N:7][CH:6]=[N:5][C:4]=2[CH:3]=1, predict the reactants needed to synthesize it. (2) Given the product [NH2:14][C:3]1[CH:4]=[C:5]([N:8]2[CH2:13][CH2:12][O:11][CH2:10][CH2:9]2)[N:6]=[CH:7][C:2]=1[C:20]1[CH:21]=[CH:22][C:17]([C:15]#[N:16])=[C:18]([O:26][CH3:27])[CH:19]=1, predict the reactants needed to synthesize it. The reactants are: Br[C:2]1[C:3]([NH2:14])=[CH:4][C:5]([N:8]2[CH2:13][CH2:12][O:11][CH2:10][CH2:9]2)=[N:6][CH:7]=1.[C:15]([C:17]1[CH:22]=[CH:21][C:20](B(O)O)=[CH:19][C:18]=1[O:26][CH3:27])#[N:16].C(=O)([O-])[O-].[Na+].[Na+]. (3) Given the product [Cl:1][C:2]1[C:6]([Cl:7])=[C:5]([CH3:8])[NH:4][C:3]=1[C:9]([NH:11][C@@H:12]1[CH2:17][CH2:16][N:15]([C:18]2[S:19][C:20]3[C:26]([C:27]([NH2:36])=[O:29])=[CH:25][CH:24]=[CH:23][C:21]=3[N:22]=2)[CH2:14][C@@H:13]1[N:30]1[CH:34]=[CH:33][N:32]=[N:31]1)=[O:10], predict the reactants needed to synthesize it. The reactants are: [Cl:1][C:2]1[C:6]([Cl:7])=[C:5]([CH3:8])[NH:4][C:3]=1[C:9]([NH:11][C@@H:12]1[CH2:17][CH2:16][N:15]([C:18]2[S:19][C:20]3[C:26]([C:27]([OH:29])=O)=[CH:25][CH:24]=[CH:23][C:21]=3[N:22]=2)[CH2:14][C@@H:13]1[N:30]1[CH:34]=[CH:33][N:32]=[N:31]1)=[O:10].C[N:36](C(ON1N=NC2C=CC=NC1=2)=[N+](C)C)C.F[P-](F)(F)(F)(F)F.CCN(C(C)C)C(C)C.N.[NH4+].[Cl-]. (4) Given the product [C:1]([N:4]1[C:13]2[C:8](=[CH:9][C:10]([C:16]([NH2:32])=[O:17])=[C:11]([O:14][CH3:15])[CH:12]=2)[CH:7]([NH:19][C:20]2[N:25]=[C:24]([CH3:26])[CH:23]=[CH:22][N:21]=2)[CH:6]([CH3:27])[CH:5]1[CH:28]1[CH2:29][CH2:30]1)(=[O:3])[CH3:2], predict the reactants needed to synthesize it. The reactants are: [C:1]([N:4]1[C:13]2[C:8](=[CH:9][C:10]([C:16](O)=[O:17])=[C:11]([O:14][CH3:15])[CH:12]=2)[CH:7]([NH:19][C:20]2[N:25]=[C:24]([CH3:26])[CH:23]=[CH:22][N:21]=2)[CH:6]([CH3:27])[CH:5]1[CH:28]1[CH2:30][CH2:29]1)(=[O:3])[CH3:2].C[N:32](C(ON1N=NC2C=CC=NC1=2)=[N+](C)C)C.F[P-](F)(F)(F)(F)F.CCN(C(C)C)C(C)C.[Cl-].[NH4+].